This data is from Full USPTO retrosynthesis dataset with 1.9M reactions from patents (1976-2016). The task is: Predict the reactants needed to synthesize the given product. (1) Given the product [CH2:39]([N:24]([CH2:23][C:18]1[CH:19]=[CH:20][CH:21]=[CH:22][C:17]=1[C:16]([F:37])([F:15])[F:38])[C@H:25]1[CH2:29][CH2:28][N:27]([C:30]([O:32][C:33]([CH3:35])([CH3:34])[CH3:36])=[O:31])[CH2:26]1)[CH2:40][CH3:41], predict the reactants needed to synthesize it. The reactants are: C(O[BH-](OC(=O)C)OC(=O)C)(=O)C.[Na+].[F:15][C:16]([F:38])([F:37])[C:17]1[CH:22]=[CH:21][CH:20]=[CH:19][C:18]=1[CH2:23][NH:24][C@H:25]1[CH2:29][CH2:28][N:27]([C:30]([O:32][C:33]([CH3:36])([CH3:35])[CH3:34])=[O:31])[CH2:26]1.[CH:39](=O)[CH2:40][CH3:41].ClCCCl. (2) Given the product [F:10][C:7]1[CH:8]=[CH:9][C:4]([B:22]2[O:23][C:24]([CH3:26])([CH3:25])[C:20]([CH3:27])([CH3:19])[O:21]2)=[C:5]([CH3:11])[CH:6]=1, predict the reactants needed to synthesize it. The reactants are: N#N.Br[C:4]1[CH:9]=[CH:8][C:7]([F:10])=[CH:6][C:5]=1[CH3:11].CCN(CC)CC.[CH3:19][C:20]1([CH3:27])[C:24]([CH3:26])([CH3:25])[O:23][BH:22][O:21]1. (3) Given the product [CH2:15]([N:12]1[C:11]2[CH:10]=[CH:9][CH:8]=[CH:7][C:6]=2[C:5]2[C:13]1=[CH:1][CH:2]=[CH:3][CH:4]=2)[CH2:16][CH3:17], predict the reactants needed to synthesize it. The reactants are: [CH:1]1[C:13]2[NH:12][C:11]3[C:6](=[CH:7][CH:8]=[CH:9][CH:10]=3)[C:5]=2[CH:4]=[CH:3][CH:2]=1.I[CH2:15][CH2:16][CH3:17].C(N1C2C=CC(C(O)=O)=CC=2C2C1=CC=CC=2)C.